Dataset: Forward reaction prediction with 1.9M reactions from USPTO patents (1976-2016). Task: Predict the product of the given reaction. (1) Given the reactants [OH:1][C:2]1[C:3]([C:16]([NH:18][CH:19]([C:21]2[CH:26]=[CH:25][CH:24]=[CH:23][CH:22]=2)[CH3:20])=[O:17])=[CH:4][N:5]([CH2:9][C:10]2[CH:15]=[CH:14][CH:13]=[CH:12][CH:11]=2)[C:6](=[O:8])[CH:7]=1.OC1C(C(OC)=O)=C[N:31](CC2C=CC=CC=2)[C:32](=[O:34])C=1.C1(C(N)C)C=CC=CC=1.[C:55]([O:58]CC)(=[O:57])[CH3:56], predict the reaction product. The product is: [OH:1][C:2]1[C:3]([C:16]([NH:18][CH:19]([C:21]2[CH:22]=[CH:23][CH:24]=[CH:25][CH:26]=2)[CH3:20])=[O:17])=[CH:4][N:5]([CH2:9][C:10]2[CH:15]=[CH:14][CH:13]=[CH:12][CH:11]=2)[C:6](=[O:8])[C:7]=1[C:32]([NH:31][CH2:56][C:55]([OH:58])=[O:57])=[O:34]. (2) Given the reactants [Cl:1][C:2]1[CH:7]=[CH:6][C:5]([C:8]([C:28]2[CH:33]=[CH:32][C:31]([Cl:34])=[CH:30][CH:29]=2)([C:10]2[CH:11]=[C:12]3[C:17](=[CH:18][CH:19]=2)[N:16]=[CH:15][CH:14]=[C:13]3/[CH:20]=[CH:21]/[C:22]2[CH:27]=[CH:26][CH:25]=[CH:24][CH:23]=2)O)=[CH:4][CH:3]=1.C([SiH](CC)CC)C.C([O-])(O)=O.[Na+].[OH-].[Na+], predict the reaction product. The product is: [Cl:1][C:2]1[CH:7]=[CH:6][C:5]([CH:8]([C:28]2[CH:29]=[CH:30][C:31]([Cl:34])=[CH:32][CH:33]=2)[C:10]2[CH:11]=[C:12]3[C:17](=[CH:18][CH:19]=2)[N:16]=[CH:15][CH:14]=[C:13]3/[CH:20]=[CH:21]/[C:22]2[CH:27]=[CH:26][CH:25]=[CH:24][CH:23]=2)=[CH:4][CH:3]=1. (3) Given the reactants [CH:1]1([C:8]([O:10][CH2:11][CH2:12][NH:13]C(OC(C)(C)C)=O)=[O:9])[CH2:7][CH2:6][CH2:5][CH2:4][CH2:3][CH2:2]1.O1CCOCC1.[ClH:27], predict the reaction product. The product is: [ClH:27].[CH:1]1([C:8]([O:10][CH2:11][CH2:12][NH2:13])=[O:9])[CH2:7][CH2:6][CH2:5][CH2:4][CH2:3][CH2:2]1. (4) The product is: [NH2:15][C:12]1[CH:13]=[CH:14][C:9]([OH:8])=[CH:10][C:11]=1[O:18][CH3:19]. Given the reactants C([O:8][C:9]1[CH:14]=[CH:13][C:12]([N+:15]([O-])=O)=[C:11]([O:18][CH3:19])[CH:10]=1)C1C=CC=CC=1.[H][H], predict the reaction product. (5) Given the reactants [CH2:1]([O:3][C:4](=[O:23])[CH:5]=[CH:6][C:7]1[CH:12]=[CH:11][C:10]([CH2:13][N:14]2[CH:19]=[C:18]([CH3:20])[C:17](=[O:21])[NH:16][C:15]2=[O:22])=[CH:9][CH:8]=1)[CH3:2].[H][H], predict the reaction product. The product is: [CH2:1]([O:3][C:4](=[O:23])[CH2:5][CH2:6][C:7]1[CH:8]=[CH:9][C:10]([CH2:13][N:14]2[CH:19]=[C:18]([CH3:20])[C:17](=[O:21])[NH:16][C:15]2=[O:22])=[CH:11][CH:12]=1)[CH3:2]. (6) Given the reactants [C:1]([O:9][C:10]1[CH:11]=[CH:12][C:13]([C:19](=[O:32])[C:20]2[CH:25]=[C:24]([O:26][CH3:27])[C:23]([O:28][CH3:29])=[C:22]([O:30][CH3:31])[CH:21]=2)=[C:14]([CH:18]=1)[C:15](O)=[O:16])(=O)[C:2]1[CH:7]=[CH:6][CH:5]=[CH:4][CH:3]=1.O[N:34]1C2C=CC=CC=2N=N1.O, predict the reaction product. The product is: [CH2:1]([O:9][C:10]1[CH:18]=[C:14]2[C:13]([C:19]([OH:32])([C:20]3[CH:25]=[C:24]([O:26][CH3:27])[C:23]([O:28][CH3:29])=[C:22]([O:30][CH3:31])[CH:21]=3)[NH:34][C:15]2=[O:16])=[CH:12][CH:11]=1)[C:2]1[CH:7]=[CH:6][CH:5]=[CH:4][CH:3]=1. (7) Given the reactants [OH-].[Na+].[C:3]([O:7][C:8]([N:10]1[CH2:15][CH2:14][NH:13][C:12](=[O:16])[CH:11]1[CH2:17][C:18]([O:20]CC)=[O:19])=[O:9])([CH3:6])([CH3:5])[CH3:4], predict the reaction product. The product is: [C:3]([O:7][C:8]([N:10]1[CH2:15][CH2:14][NH:13][C:12](=[O:16])[CH:11]1[CH2:17][C:18]([OH:20])=[O:19])=[O:9])([CH3:6])([CH3:4])[CH3:5].